From a dataset of Experimentally validated miRNA-target interactions with 360,000+ pairs, plus equal number of negative samples. Binary Classification. Given a miRNA mature sequence and a target amino acid sequence, predict their likelihood of interaction. (1) The miRNA is hsa-miR-142-3p with sequence UGUAGUGUUUCCUACUUUAUGGA. The protein sequence of the target gene is MAAQRNRSKESKDCSGLVLLCLFFGIPWEAGARQISYSIPEELEKGSFVGNISKDLGLAPRELAERGVRIVSRGRTQLFSLNPRSGSLITAGRIDREELCAQSARCVVSFNILVEDRVKLFGIEIEVTDINDNAPKFQAENLDVKINENVAAGMRFPLPEAIDPDVGVNSLQSYQLSPNKHFSLRVQSRANGVKYPELVLEHSLDREEEAIHHLVLTASDGGDPLRSGTVLVSVTVFDANDNAPVFTLPEYRVSVPENLPVGTQLLTVTATDRDEGANGEVTYSFRKLPDTQLLKFQLNK.... Result: 1 (interaction). (2) The miRNA is mmu-miR-7b-5p with sequence UGGAAGACUUGUGAUUUUGUUGUU. The protein sequence of the target gene is MEPSGSEQLYEDPDPGGKSQDAEARRQTESEQKLSKMTHNALENINVIGQGLKHLFQHQRRRSSVSPHDVQQIQTDPEPEVDLDSQNACAEIDGVSTHPTALNRVLQQIRVPPKMKRGTSLHSRRGKSEAPKGSPQINRKSGQEVAAVIQSGRPRSSSTTDAPTSSSVMEIACAAGVCVPGEEATAERIERLEVSSLAQTSSAVASSTDGSIHTESVDGIPDPQRTKAAIAHLQQKILKLTEQIKIAQTARDDNVAEYLKLANSADKQQAARIKQVFEKKNQKSAQTILQLQKKLEHYHR.... Result: 1 (interaction). (3) The miRNA is hsa-miR-30e-5p with sequence UGUAAACAUCCUUGACUGGAAG. The protein sequence of the target gene is MPITRMRMRPWLEMQINSNQIPGLIWINKEEMIFQIPWKHAAKHGWDINKDACLFRSWAIHTGRYKAGEKEPDPKTWKANFRCAMNSLPDIEEVKDQSRNKGSSAVRVYRMLPPLTRNQRKERKSKSSRDTKSKTKRKLCGDVSPDTFSDGLSSSTLPDDHSSYTTQGYLGQDLDMERDITPALSPCVVSSSLSEWHMQMDIIPDSTTDLYNLQVSPMPSTSEAATDEDEEGKIAEDLMKLFEQSEWQPTHIDGKGYLLNEPGTQLSSVYGDFSCKEEPEIDSPRGDIGIGIQHVFTEMK.... Result: 0 (no interaction). (4) The miRNA is hsa-miR-367-3p with sequence AAUUGCACUUUAGCAAUGGUGA. The protein sequence of the target gene is MYAAVEHGPVLCSDSNILCLSWKGRVPKSEKEKPVCRRRYYEEGWLATGNGRGVVGVTFTSSHCRRDRSTPQRINFNLRGHNSEVVLVRWNEPYQKLATCDADGGIFVWIQYEGRWSVELVNDRGAQVSDFTWSHDGTQALISYRDGFVLVGSVSGQRHWSSEINLESQITCGIWTPDDQQVLFGTADGQVIVMDCHGRMLAHVLLHESDGVLGMSWNYPIFLVEDSSESDTDSDDYAPPQDGPAAYPIPVQNIKPLLTVSFTSGDISLMNNYDDLSPTVIRSGLKEVVAQWCTQGDLLA.... Result: 1 (interaction). (5) The miRNA is hsa-miR-6867-5p with sequence UGUGUGUGUAGAGGAAGAAGGGA. The protein sequence of the target gene is MLPPKHLSATKPKKSWAPNLYELDSDLTKEPDVIIGEGPTDSEFFHQRFRNLIYVEFVGPRKTLIKLRNLCLDWLQPETRTKEEIIELLVLEQYLTIIPEKLKPWVRAKKPENCEKLVTLLENYKEMYQPEDDNNSDVTSDDDMTRNRRESSPPHSVHSFSDRDWDRRGRSRDMEPRDRWSHTRNPRSRMPPRDLSLPVVAKTSFEMDREDDRDSRAYESRSQDAESYQNVVDLAEDRKPHNTIQDNMENYRKLLSLVQLAEDDGHSHMTQGHSSRSKRSAYPSTSRGLKTMPEAKKSTH.... Result: 0 (no interaction). (6) The miRNA is hsa-miR-6843-3p with sequence AUGGUCUCCUGUUCUCUGCAG. The protein sequence of the target gene is MASADELTFHEFEEATNLLADTPDAATTSRSDQLTPQGHVAVAVGSGGSYGAEDEVEEESDKAALLQEQQQQQQPGFWTFSYYQSFFDVDTSQVLDRIKGSLLPRPGHNFVRHHLRNRPDLYGPFWICATLAFVLAVTGNLTLVLAQRRDPSIHYSPQFHKVTVAGISIYCYAWLVPLALWGFLRWRKGVQERMGPYTFLETVCIYGYSLFVFIPMVVLWLIPVPWLQWLFGALALGLSAAGLVFTLWPVVREDTRLVATVLLSVVVLLHALLAMGCKLYFFQSLPPENVAPPPQITSLP.... Result: 0 (no interaction). (7) The miRNA is hsa-miR-6761-5p with sequence UCUGAGAGAGCUCGAUGGCAG. The protein sequence of the target gene is MLRQLLLAALCLAGPPAPARACQLPSEWRPLSEGCRAELAETIVYARVLALHPEAPGLYNHLPWQYHAGQGGLFYSAEVEMLCDQAWGSMLEVPAGSRLNLTGLGYFSCHSHTVVQDYSYFFFLRMDENYNLLPHGVNFQDAIFPDTQENRRMFSSLFQFSNCSQGQQLATFSSDWEIQEDSRLMCSSVQKALFEEEDHVKKLQQKVATLEKRNRQLRERVKKVKRSLRQARKKGRHLELANQKLSEKLAAGALPHINARGPVRPPYLRG. Result: 0 (no interaction). (8) The miRNA is hsa-miR-6787-3p with sequence UCUCAGCUGCUGCCCUCUCCAG. The protein sequence of the target gene is MDTDSQRSHLSSFTMKLMDKFHSPKIKRTPSKKGKPAEVSVKIPEKPVNKEATDRFLPEGYPLPLDLEQQAVEFMSTSAVASRSQRQKNLSWLEEKEKEVVSALRYFKTIVDKMAIDKKVLEMLPGSASKVLEAILPLVQNDPRIQHSSALSSCYSRVYQSLANLIRWSDQVMLEGVNSEDKEMVTTVKGVIKAVLDGVKELVRLTIEKQGRPSPTSPVKPSSPASKPDGPAELPLTDREVEILNKTTGMSQSTELLPDATDEEVAPPKPPLPGIRVVDNSPPPALPPKKRQSAPSPTRV.... Result: 1 (interaction). (9) The miRNA is hsa-miR-335-5p with sequence UCAAGAGCAAUAACGAAAAAUGU. The protein sequence of the target gene is MPTLSVFMDVPLAHKLEGSLLKTYKQDDYPNKIFLAYRVCMTNEGHPWVSLVVQKTRLQISQDPSLNYEYLPTMGLKSFIQASLALLFGKHSQAIVENRVGGVHTVGDSGAFQLGVQFLRAWHKDARIVYIISSQKELHGLVFQDMGFTVYEYSVWDPKKLCMDPDILLNVVEQIPHGCVLVMGNIIDCKLTPSGWAKLMSMIKSKQIFPFFDIPCQGLYTSDLEEDTRILQYFVSQGFEFFCSQSLSKNFGIYDEGVGMLVVVAVNNQQLLCVLSQLEGLAQALWLNPPNTGARVITSI.... Result: 1 (interaction). (10) The miRNA is hsa-miR-20a-5p with sequence UAAAGUGCUUAUAGUGCAGGUAG. The protein sequence of the target gene is MEPGPALAWLLLLSLLADCLKAAQSRDFTVKDIIYLHPSTTPYPGGFKCFTCEKAADNYECNRWAPDIYCPRETRYCYTQHTMEVTGNSISVTKRCVPLEECLSTGCRDSEHEGHKVCTSCCEGNICNLPLPRNETDATFATTSPINQTNGHPRCMSVIVSCLWLWLGLML. Result: 1 (interaction).